The task is: Predict the reaction yield, written as a fraction of the theoretical maximum amount of product (1.0 means a 100% yield; for example, 0.34 means a 34% yield).. This data is from Reaction yield outcomes from USPTO patents with 853,638 reactions. The reactants are [Cl:1][C:2]1[CH:7]=[CH:6][N:5]=[C:4]([CH2:8][C:9]([C:12]2[CH:17]=[CH:16][C:15]([F:18])=[CH:14][CH:13]=2)=[N:10]O)[CH:3]=1.FC(F)(F)C(OC(=O)C(F)(F)F)=O.C(N(CC)CC)C.O. The catalyst is COCCOC.[Fe](Cl)Cl. The product is [Cl:1][C:2]1[CH:7]=[CH:6][N:5]2[N:10]=[C:9]([C:12]3[CH:17]=[CH:16][C:15]([F:18])=[CH:14][CH:13]=3)[CH:8]=[C:4]2[CH:3]=1. The yield is 0.570.